From a dataset of Catalyst prediction with 721,799 reactions and 888 catalyst types from USPTO. Predict which catalyst facilitates the given reaction. (1) The catalyst class is: 8. Product: [I:1][C:2]1[CH:19]=[C:18]([I:20])[CH:17]=[C:16]([I:21])[C:3]=1[O:4][CH2:5][CH2:6][CH2:7][CH2:8][CH2:9][CH2:10][C:11]([OH:13])=[O:12]. Reactant: [I:1][C:2]1[CH:19]=[C:18]([I:20])[CH:17]=[C:16]([I:21])[C:3]=1[O:4][CH2:5][CH2:6][CH2:7][CH2:8][CH2:9][CH2:10][C:11]([O:13]CC)=[O:12].[OH-].[Na+]. (2) Reactant: [H-].[H-].[H-].[H-].[Li+].[Al+3].[CH2:7]([O:14][C:15]1[CH:20]=[C:19]([CH:21]=[C:22]([N+:25]([O-])=O)[CH2:23][CH3:24])[CH:18]=[CH:17][C:16]=1[CH3:28])[C:8]1[CH:13]=[CH:12][CH:11]=[CH:10][CH:9]=1.O.[OH-].[Na+]. Product: [CH2:7]([O:14][C:15]1[CH:20]=[C:19]([CH2:21][CH:22]([NH2:25])[CH2:23][CH3:24])[CH:18]=[CH:17][C:16]=1[CH3:28])[C:8]1[CH:13]=[CH:12][CH:11]=[CH:10][CH:9]=1. The catalyst class is: 1. (3) Reactant: C([O:4][C@H:5]([C:34]1[CH:39]=[CH:38][C:37]([F:40])=[CH:36][CH:35]=1)[CH2:6][CH2:7][C@H:8]1[C:11](=[O:12])[N:10]([C:13]2[CH:18]=[CH:17][C:16]([I:19])=[CH:15][CH:14]=2)[C@@H:9]1[C:20]1[CH:25]=[CH:24][C:23]([O:26][Si:27]([C:30]([CH3:33])([CH3:32])[CH3:31])([CH3:29])[CH3:28])=[CH:22][CH:21]=1)(=O)C.[C-]#N.[Na+]. Product: [Si:27]([O:26][C:23]1[CH:22]=[CH:21][C:20]([C@H:9]2[N:10]([C:13]3[CH:18]=[CH:17][C:16]([I:19])=[CH:15][CH:14]=3)[C:11](=[O:12])[C@@H:8]2[CH2:7][CH2:6][C@@H:5]([C:34]2[CH:35]=[CH:36][C:37]([F:40])=[CH:38][CH:39]=2)[OH:4])=[CH:25][CH:24]=1)([C:30]([CH3:33])([CH3:32])[CH3:31])([CH3:29])[CH3:28]. The catalyst class is: 5. (4) Reactant: [H-].[Na+].[C:3]([C:5]1[C:10]([C:11]2[NH:15][CH:14]=[C:13]([CH2:16][N:17]([CH3:25])[C:18](=[O:24])[O:19][C:20]([CH3:23])([CH3:22])[CH3:21])[CH:12]=2)=[CH:9][CH:8]=[CH:7][N:6]=1)#[N:4].C1OCCOCCOCCOCCOC1.[Cl:41][C:42]1[CH:47]=[CH:46][CH:45]=[CH:44][C:43]=1[S:48](Cl)(=[O:50])=[O:49].[Cl-].[NH4+]. Product: [Cl:41][C:42]1[CH:47]=[CH:46][CH:45]=[CH:44][C:43]=1[S:48]([N:15]1[C:11]([C:10]2[C:5]([C:3]#[N:4])=[N:6][CH:7]=[CH:8][CH:9]=2)=[CH:12][C:13]([CH2:16][N:17]([CH3:25])[C:18](=[O:24])[O:19][C:20]([CH3:21])([CH3:22])[CH3:23])=[CH:14]1)(=[O:50])=[O:49]. The catalyst class is: 7. (5) Reactant: CC(C)N=C=NC(C)C.[Cl:10][C:11]1[CH:24]=[CH:23][C:14]([CH2:15][NH:16][C:17](=[O:22])[C:18]([CH3:21])([CH3:20])[CH3:19])=[CH:13][C:12]=1[NH:25][C:26]([NH:28][C:29]1[CH:34]=[C:33]([N:35]2[CH2:40][CH2:39][CH:38]([C:41]([F:44])([F:43])[F:42])[CH2:37][CH2:36]2)[CH:32]=[CH:31][C:30]=1[NH:45][CH3:46])=S. Product: [Cl:10][C:11]1[CH:24]=[CH:23][C:14]([CH2:15][NH:16][C:17](=[O:22])[C:18]([CH3:21])([CH3:20])[CH3:19])=[CH:13][C:12]=1[NH:25][CH:26]1[NH:28][C:29]2[CH:34]=[C:33]([N:35]3[CH2:40][CH2:39][CH:38]([C:41]([F:44])([F:43])[F:42])[CH2:37][CH2:36]3)[CH:32]=[CH:31][C:30]=2[N:45]1[CH3:46]. The catalyst class is: 23. (6) Reactant: C(Cl)CCl.C1C=NC2N(O)N=NC=2C=1.CCN(C(C)C)C(C)C.[N:24]1([C:29]2[CH:30]=[C:31]([CH:35]=[CH:36][CH:37]=2)[C:32]([OH:34])=O)[CH:28]=[CH:27][N:26]=[N:25]1.Cl.[F:39][C:40]1([F:47])[CH2:45][CH2:44][NH:43][CH2:42][C@@H:41]1[OH:46]. Product: [N:24]1([C:29]2[CH:30]=[C:31]([C:32]([N:43]3[CH2:44][CH2:45][C:40]([F:47])([F:39])[C@@H:41]([OH:46])[CH2:42]3)=[O:34])[CH:35]=[CH:36][CH:37]=2)[CH:28]=[CH:27][N:26]=[N:25]1. The catalyst class is: 3. (7) Reactant: [C:1]1(=[O:11])[O:6][C:4](=[O:5])[C:3]2=[CH:7][CH:8]=[CH:9][CH:10]=[C:2]12.[C:12](O)(=O)CC(O)=O.Cl. Product: [C:4]([C:3]1[CH:7]=[CH:8][CH:9]=[CH:10][C:2]=1[C:1]([OH:6])=[O:11])(=[O:5])[CH3:12]. The catalyst class is: 66.